This data is from Peptide-MHC class I binding affinity with 185,985 pairs from IEDB/IMGT. The task is: Regression. Given a peptide amino acid sequence and an MHC pseudo amino acid sequence, predict their binding affinity value. This is MHC class I binding data. (1) The peptide sequence is SEQEVSRVL. The MHC is HLA-B44:03 with pseudo-sequence HLA-B44:03. The binding affinity (normalized) is 0.395. (2) The peptide sequence is TASGKLVTQW. The binding affinity (normalized) is 0.711. The MHC is HLA-B58:01 with pseudo-sequence HLA-B58:01. (3) The peptide sequence is GYATQTVGPW. The MHC is HLA-A23:01 with pseudo-sequence HLA-A23:01. The binding affinity (normalized) is 0.417. (4) The peptide sequence is VFAYVGCYNK. The MHC is HLA-A11:01 with pseudo-sequence HLA-A11:01. The binding affinity (normalized) is 0.458. (5) The peptide sequence is ATISYRIKL. The MHC is HLA-A03:01 with pseudo-sequence HLA-A03:01. The binding affinity (normalized) is 0.0847. (6) The peptide sequence is VAANIVLTV. The MHC is HLA-C12:03 with pseudo-sequence HLA-C12:03. The binding affinity (normalized) is 1.00.